From a dataset of Reaction yield outcomes from USPTO patents with 853,638 reactions. Predict the reaction yield, written as a fraction of the theoretical maximum amount of product (1.0 means a 100% yield; for example, 0.34 means a 34% yield). (1) The reactants are C(C1C=C([NH:10][C:11]([NH:13][C:14]2[CH:19]=[CH:18][C:17](Cl)=[CH:16][CH:15]=2)=[O:12])N(C2C=C(C=CC=2)C(OCC)=O)N=1)(C)(C)C.O=S(Cl)Cl. The catalyst is CCl. The product is [C:14]1([NH:13][C:11](=[O:12])[NH2:10])[C:15]2[C:16](=[CH:19][CH:14]=[CH:15][CH:16]=2)[CH:17]=[CH:18][CH:19]=1. The yield is 0.970. (2) The reactants are [C:1]([O:4][C@H:5]1[C@H:10]([N:11]=[C:12]=[S:13])[C@@H:9]([O:14][C:15](=[O:17])[CH3:16])[C@H:8]([O:18][C:19](=[O:21])[CH3:20])[C@@H:7]([CH2:22][O:23][C:24](=[O:26])[CH3:25])[O:6]1)(=[O:3])[CH3:2].[N:27]([CH2:30][CH:31]=[CH2:32])=C=S. The catalyst is CC#N. The product is [C:1]([O:4][C@H:5]1[C@H:10]([NH:11][C:12]([NH:27][CH2:30][CH:31]=[CH2:32])=[S:13])[C@@H:9]([O:14][C:15](=[O:17])[CH3:16])[C@H:8]([O:18][C:19](=[O:21])[CH3:20])[C@@H:7]([CH2:22][O:23][C:24](=[O:26])[CH3:25])[O:6]1)(=[O:3])[CH3:2]. The yield is 0.810.